Dataset: Peptide-MHC class II binding affinity with 134,281 pairs from IEDB. Task: Regression. Given a peptide amino acid sequence and an MHC pseudo amino acid sequence, predict their binding affinity value. This is MHC class II binding data. (1) The peptide sequence is AYPSVLGQTIRNSRW. The MHC is HLA-DPA10103-DPB10201 with pseudo-sequence HLA-DPA10103-DPB10201. The binding affinity (normalized) is 0.217. (2) The peptide sequence is VPEKYTIGATYAPEE. The MHC is DRB1_1501 with pseudo-sequence DRB1_1501. The binding affinity (normalized) is 0. (3) The peptide sequence is INVGFKAAVAAAAGV. The MHC is DRB1_0405 with pseudo-sequence DRB1_0405. The binding affinity (normalized) is 0.446. (4) The binding affinity (normalized) is 0.892. The MHC is DRB1_0101 with pseudo-sequence DRB1_0101. The peptide sequence is GWPYIASRTSITGRA.